From a dataset of Reaction yield outcomes from USPTO patents with 853,638 reactions. Predict the reaction yield, written as a fraction of the theoretical maximum amount of product (1.0 means a 100% yield; for example, 0.34 means a 34% yield). (1) The reactants are [Cl-].[NH4+:2].[NH3:3].[CH2:4]([N:11]1[CH2:16][CH2:15][C:14](=O)[CH2:13][CH2:12]1)[C:5]1[CH:10]=[CH:9][CH:8]=[CH:7][CH:6]=1.[C-:18]#N.[Na+]. The catalyst is O. The product is [NH2:2][C:14]1([C:18]#[N:3])[CH2:15][CH2:16][N:11]([CH2:4][C:5]2[CH:10]=[CH:9][CH:8]=[CH:7][CH:6]=2)[CH2:12][CH2:13]1. The yield is 0.470. (2) The reactants are [C:1]1([C:7]2[N:8]=[C:9]3[CH2:14][CH2:13][CH2:12][N:10]3[CH:11]=2)[CH:6]=[CH:5][CH:4]=[CH:3][CH:2]=1.[Br:15]Br.C([O-])(O)=O.[Na+]. The catalyst is C(Cl)Cl. The product is [Br:15][C:11]1[N:10]2[CH2:12][CH2:13][CH2:14][C:9]2=[N:8][C:7]=1[C:1]1[CH:2]=[CH:3][CH:4]=[CH:5][CH:6]=1. The yield is 0.730. (3) The reactants are CN(C)C1CC2C(=CC=C(NC(=O)C)C=2)C1.[CH3:17][N:18]([CH3:35])[CH:19]1[CH2:27][C:26]2[C:21](=[CH:22][C:23]([N+:32]([O-:34])=[O:33])=[C:24]([NH:28]C(=O)C)[CH:25]=2)[CH2:20]1.CN(C)C1CC2C(=CC=C(NC(=O)C)C=2[N+]([O-])=O)C1.C(N)(=O)C. The catalyst is C(O)(C(F)(F)F)=O.CCO.[CH]Cl. The product is [CH3:17][N:18]([CH3:35])[CH:19]1[CH2:27][C:26]2[C:21](=[CH:22][C:23]([N+:32]([O-:34])=[O:33])=[C:24]([NH2:28])[CH:25]=2)[CH2:20]1. The yield is 0.520. (4) The reactants are [C:1]([O:9][CH2:10][CH3:11])(=[O:8])[CH2:2][C:3]([O:5][CH2:6][CH3:7])=[O:4].C(O)C.[O-]CC.[Na+].Cl[C:20]([C:25]1[CH:30]=[CH:29][C:28]([F:31])=[CH:27][CH:26]=1)([CH3:24])[CH2:21][S:22][CH3:23].ClCC(C1C=CC(F)=CC=1)(C)SC. The catalyst is C(O)C. The product is [F:31][C:28]1[CH:27]=[CH:26][C:25]([C:20]([CH:2]([C:3]([O:5][CH2:6][CH3:7])=[O:4])[C:1]([O:9][CH2:10][CH3:11])=[O:8])([CH3:24])[CH2:21][S:22][CH3:23])=[CH:30][CH:29]=1. The yield is 0.840. (5) The reactants are [C:1]([O:5][C:6]([N:8]1[CH2:15][C:14]2[C:10](=[N:11][NH:12][C:13]=2[NH2:16])[CH2:9]1)=[O:7])([CH3:4])([CH3:3])[CH3:2].[Cl:17][CH:18]([CH:21]=O)[CH:19]=O. The catalyst is CC(O)=O.O. The product is [C:1]([O:5][C:6]([N:8]1[CH2:15][C:14]2=[C:13]3[N:12]([N:11]=[C:10]2[CH2:9]1)[CH:21]=[C:18]([Cl:17])[CH:19]=[N:16]3)=[O:7])([CH3:4])([CH3:2])[CH3:3]. The yield is 0.470.